This data is from Forward reaction prediction with 1.9M reactions from USPTO patents (1976-2016). The task is: Predict the product of the given reaction. (1) Given the reactants Cl[S:2]([C:5]1[CH:14]=[CH:13][C:12]2[NH:11][C:10](=[O:15])[C:9]3[NH:16][CH:17]=[C:18]([C:19]([OH:21])=[O:20])[C:8]=3[C:7]=2[CH:6]=1)(=[O:4])=[O:3].[CH2:22]([N:24](CC)CC)C.Cl.CN, predict the reaction product. The product is: [CH3:22][NH:24][S:2]([C:5]1[CH:14]=[CH:13][C:12]2[NH:11][C:10](=[O:15])[C:9]3[NH:16][CH:17]=[CH:18][C:8]=3[C:7]=2[CH:6]=1)(=[O:3])=[O:4].[CH2:18]([C:19]([O-:21])=[O:20])[CH3:17]. (2) Given the reactants [Cl:1][C:2]1[CH:7]=[C:6]([Cl:8])[CH:5]=[CH:4][C:3]=1[N:9]=[C:10]=[O:11].Cl.[NH2:13][OH:14].[OH-].[Na+].O, predict the reaction product. The product is: [Cl:1][C:2]1[CH:7]=[C:6]([Cl:8])[CH:5]=[CH:4][C:3]=1[NH:9][C:10]([NH:13][OH:14])=[O:11]. (3) Given the reactants [C:1]([N:8]1[CH2:11][C:10]([OH:12])=[CH:9]1)([O:3][C:4]([CH3:7])([CH3:6])[CH3:5])=[O:2].C(N(CC)CC)C.S(=O)(=O)=O.N1C=CC=CC=1, predict the reaction product. The product is: [O:12]=[C:10]1[CH2:11][N:8]([C:1]([O:3][C:4]([CH3:7])([CH3:6])[CH3:5])=[O:2])[CH2:9]1. (4) Given the reactants [Cl:1][C:2]1[CH:3]=[CH:4][C:5]([N+:10]([O-])=O)=[C:6]([NH:8][CH3:9])[CH:7]=1.O.O.Cl[Sn]Cl, predict the reaction product. The product is: [Cl:1][C:2]1[CH:7]=[C:6]([NH:8][CH3:9])[C:5]([NH2:10])=[CH:4][CH:3]=1. (5) Given the reactants Br[C:2]1[N:7]=[C:6]([NH:8][C:9]([C:11]2[CH:33]=[CH:32][C:14]([O:15][C:16]3[CH:25]=[C:24]4[C:19]([CH:20]([C:26]([O:28]CC)=[O:27])[CH2:21][CH2:22][O:23]4)=[CH:18][C:17]=3[Cl:31])=[CH:13][CH:12]=2)=[O:10])[CH:5]=[CH:4][CH:3]=1.[Br-].[CH2:35]([Zn+])[CH:36]([CH3:38])[CH3:37], predict the reaction product. The product is: [Cl:31][C:17]1[CH:18]=[C:19]2[C:24](=[CH:25][C:16]=1[O:15][C:14]1[CH:13]=[CH:12][C:11]([C:9](=[O:10])[NH:8][C:6]3[CH:5]=[CH:4][CH:3]=[C:2]([CH2:35][CH:36]([CH3:38])[CH3:37])[N:7]=3)=[CH:33][CH:32]=1)[O:23][CH2:22][CH2:21][CH:20]2[C:26]([OH:28])=[O:27]. (6) Given the reactants [Cl:1][C:2]1[CH:3]=[C:4]([C:9]2([C:27]([F:30])([F:29])[F:28])[CH2:13][CH2:12][N:11]([C:14]3[S:15][C:16]4[C:22]([C:23]([O:25]C)=[O:24])=[CH:21][CH:20]=[CH:19][C:17]=4[N:18]=3)[CH2:10]2)[CH:5]=[C:6]([Cl:8])[CH:7]=1.[OH-].[Na+].Cl, predict the reaction product. The product is: [Cl:1][C:2]1[CH:3]=[C:4]([C:9]2([C:27]([F:28])([F:30])[F:29])[CH2:13][CH2:12][N:11]([C:14]3[S:15][C:16]4[C:22]([C:23]([OH:25])=[O:24])=[CH:21][CH:20]=[CH:19][C:17]=4[N:18]=3)[CH2:10]2)[CH:5]=[C:6]([Cl:8])[CH:7]=1. (7) Given the reactants C1(P(C2C=CC=CC=2)C2C=CC=CC=2)C=CC=CC=1.CC(OC(/N=N/C(OC(C)C)=O)=O)C.[CH2:34](O)[CH2:35][CH2:36][CH2:37]/[CH:38]=[CH:39]\[CH2:40]/[CH:41]=[CH:42]\[CH2:43]/[CH:44]=[CH:45]\[CH2:46]/[CH:47]=[CH:48]\[CH2:49]/[CH:50]=[CH:51]\[CH2:52][CH3:53].[C:55]([OH:58])(=[S:57])[CH3:56], predict the reaction product. The product is: [C:55](=[O:58])([S:57][CH2:34][CH2:35][CH2:36][CH2:37]/[CH:38]=[CH:39]\[CH2:40]/[CH:41]=[CH:42]\[CH2:43]/[CH:44]=[CH:45]\[CH2:46]/[CH:47]=[CH:48]\[CH2:49]/[CH:50]=[CH:51]\[CH2:52][CH3:53])[CH3:56]. (8) Given the reactants [OH:1][CH2:2][C:3]([N:5]1[C:9]([CH:10]2[CH2:15][CH2:14][NH:13][CH2:12][CH2:11]2)=[C:8]([C:16]2[CH:21]=[CH:20][N:19]=[CH:18][N:17]=2)[C:7]([C:22]2[CH:27]=[CH:26][C:25]([Cl:28])=[CH:24][CH:23]=2)=[N:6]1)=[O:4].Cl, predict the reaction product. The product is: [ClH:28].[OH:1][CH2:2][C:3]([N:5]1[C:9]([CH:10]2[CH2:15][CH2:14][NH:13][CH2:12][CH2:11]2)=[C:8]([C:16]2[CH:21]=[CH:20][N:19]=[CH:18][N:17]=2)[C:7]([C:22]2[CH:23]=[CH:24][C:25]([Cl:28])=[CH:26][CH:27]=2)=[N:6]1)=[O:4]. (9) Given the reactants [C:1]1([N:7]([C:27]2[CH:32]=[CH:31][CH:30]=[CH:29][CH:28]=2)[C:8]2[CH:13]=[CH:12][C:11]([C:14]3[CH:19]=[CH:18][C:17]([C:20]4[CH:25]=[CH:24][N:23]=[C:22]([NH2:26])[N:21]=4)=[CH:16][CH:15]=3)=[CH:10][CH:9]=2)[CH:6]=[CH:5][CH:4]=[CH:3][CH:2]=1.Br[C:34]1[CH:39]=[CH:38][C:37]([C:40]2[CH:45]=[CH:44][CH:43]=[CH:42][CH:41]=2)=[CH:36][CH:35]=1.CC1(C)C2C(=C(P(C3C=CC=CC=3)C3C=CC=CC=3)C=CC=2)OC2C(P(C3C=CC=CC=3)C3C=CC=CC=3)=CC=CC1=2.CC(C)([O-])C.[Na+], predict the reaction product. The product is: [C:27]1([N:7]([C:1]2[CH:2]=[CH:3][CH:4]=[CH:5][CH:6]=2)[C:8]2[CH:9]=[CH:10][C:11]([C:14]3[CH:19]=[CH:18][C:17]([C:20]4[CH:25]=[CH:24][N:23]=[C:22]([NH:26][C:43]5[CH:44]=[CH:45][C:40]([C:37]6[CH:38]=[CH:39][CH:34]=[CH:35][CH:36]=6)=[CH:41][CH:42]=5)[N:21]=4)=[CH:16][CH:15]=3)=[CH:12][CH:13]=2)[CH:28]=[CH:29][CH:30]=[CH:31][CH:32]=1. (10) Given the reactants [Br:1][CH:2]([CH:15]1[CH2:17][CH2:16]1)[C:3]([C:5]1[C:14]2[C:9](=[CH:10][CH:11]=[CH:12][CH:13]=2)[CH:8]=[CH:7][CH:6]=1)=O.[NH:18]1[CH2:22][CH2:21][NH:20][C:19]1=[S:23].CC(O)=O, predict the reaction product. The product is: [BrH:1].[CH:15]1([C:2]2[S:23][C:19]3=[N:18][CH2:22][CH2:21][N:20]3[C:3]=2[C:5]2[C:14]3[C:9](=[CH:10][CH:11]=[CH:12][CH:13]=3)[CH:8]=[CH:7][CH:6]=2)[CH2:17][CH2:16]1.